This data is from Reaction yield outcomes from USPTO patents with 853,638 reactions. The task is: Predict the reaction yield, written as a fraction of the theoretical maximum amount of product (1.0 means a 100% yield; for example, 0.34 means a 34% yield). The reactants are C([O:8][C:9]1[C:14]([CH:15]([CH:17]2[CH2:19][CH2:18]2)[CH3:16])=[CH:13][CH:12]=[CH:11][C:10]=1[C:20]([CH:23]1[CH2:25][CH2:24]1)([OH:22])[CH3:21])C1C=CC=CC=1. The catalyst is [Pd].C(O)C. The product is [CH:17]1([CH:15]([C:14]2[CH:13]=[CH:12][CH:11]=[C:10]([C:20]([CH:23]3[CH2:24][CH2:25]3)([OH:22])[CH3:21])[C:9]=2[OH:8])[CH3:16])[CH2:19][CH2:18]1. The yield is 0.714.